Dataset: Full USPTO retrosynthesis dataset with 1.9M reactions from patents (1976-2016). Task: Predict the reactants needed to synthesize the given product. The reactants are: [CH3:1][S:2]([C:5]1[CH:10]=[CH:9][C:8]([C:11]([C:16]2[NH:27][C:19]3=[N:20][CH:21]=[C:22]([C:24]([OH:26])=[O:25])[CH:23]=[C:18]3[CH:17]=2)=[CH:12][CH:13]([CH3:15])[CH3:14])=[CH:7][CH:6]=1)(=[O:4])=[O:3].[H][H]. Given the product [CH3:1][S:2]([C:5]1[CH:10]=[CH:9][C:8]([CH:11]([C:16]2[NH:27][C:19]3=[N:20][CH:21]=[C:22]([C:24]([OH:26])=[O:25])[CH:23]=[C:18]3[CH:17]=2)[CH2:12][CH:13]([CH3:15])[CH3:14])=[CH:7][CH:6]=1)(=[O:3])=[O:4], predict the reactants needed to synthesize it.